Dataset: Full USPTO retrosynthesis dataset with 1.9M reactions from patents (1976-2016). Task: Predict the reactants needed to synthesize the given product. (1) Given the product [ClH:1].[C:2](=[O:4])([OH:5])[NH2:3].[NH:6]1[CH2:11][CH2:10][CH2:9][CH2:8][CH2:7]1, predict the reactants needed to synthesize it. The reactants are: [ClH:1].[C:2](=[O:5])([OH:4])[NH2:3].[NH:6]1[CH2:11][CH2:10][CH2:9][CH2:8][CH2:7]1. (2) Given the product [Cl:23][CH2:24][C@@H:25]([C:27]1[CH:28]=[C:29]([NH:33][S:34]([C:37]2[CH:42]=[CH:41][CH:40]=[CH:39][CH:38]=2)(=[O:36])=[O:35])[CH:30]=[CH:31][CH:32]=1)[OH:26], predict the reactants needed to synthesize it. The reactants are: B(Cl)([C@H]1[C@H](C)[C@H]2C(C)(C)[C@@H](C2)C1)[C@H]1[C@H](C)[C@@H]2C(C)(C)[C@@H](C2)C1.[Cl:23][CH2:24][C:25]([C:27]1[CH:28]=[C:29]([NH:33][S:34]([C:37]2[CH:42]=[CH:41][CH:40]=[CH:39][CH:38]=2)(=[O:36])=[O:35])[CH:30]=[CH:31][CH:32]=1)=[O:26].